From a dataset of Experimentally validated miRNA-target interactions with 360,000+ pairs, plus equal number of negative samples. Binary Classification. Given a miRNA mature sequence and a target amino acid sequence, predict their likelihood of interaction. (1) The miRNA is hsa-miR-6891-3p with sequence CCCUCAUCUUCCCCUCCUUUC. The protein sequence of the target gene is MQPMVMQGCPYTLPRCHDWQAADQFHHSSSLRSTCPHPQVRAAVTSPAPPQDGAGVPCLSLKLLNGSVGASGPLEPPAMNLCWNEIKKKSHNLRARLEAFSDHSGKLQLPLQEIIDWLSQKDEELSAQLPLQGDVALVQQEKETHAAFMEEVKSRGPYIYSVLESAQAFLSQHPFEELEEPHSESKDTSPKQRIQNLSRFVWKQATVASELWEKLTARCVDQHRHIERTLEQLLEIQGAMEELSTTLSQAEGVRATWEPIGDLFIDSLPEHIQAIKLFKEEFSPMKDGVKLVNDLAHQLA.... Result: 0 (no interaction). (2) The miRNA is hsa-miR-3691-5p with sequence AGUGGAUGAUGGAGACUCGGUAC. The protein sequence of the target gene is MKAMPWNWTCLLSHLLVVGMGSSTLLPRQPPQLSQKPSFVTFRGEPAEGFNHLVVDERTGHIYLGAVNRIYKLSSDLKVLVTHQTGPDEDNPKCYPPRIVQTCNEPLASTNNVNKMLLIDYKENRLIACGSLYQGICKLLRLEDLFKLGEPFHKKEHYLSGVNESGSVFGVIVSYSNFDDKLFIATAVDGKPEYFPTISSRKLTKNSEADGMFAYVFHDEFVASMIKIPSDTFTVIPDFDIYYVYGFSSGNFVYFLTLQPEMVSPPGSTTKEQVYTSKLVRLCKEDTAFNSYVEVPIGCE.... Result: 0 (no interaction).